Predict which catalyst facilitates the given reaction. From a dataset of Catalyst prediction with 721,799 reactions and 888 catalyst types from USPTO. (1) Reactant: C([N:4]1[C:12]2[C:7](=[CH:8][CH:9]=[CH:10][CH:11]=2)[C:6](=[C:13](Cl)[C:14]2[CH:19]=[CH:18][C:17]([CH3:20])=[CH:16][CH:15]=2)[C:5]1=[O:22])(=O)C.[CH3:23][N:24]([CH2:26][C:27]1[CH:33]=[CH:32][C:30]([NH2:31])=[CH:29][CH:28]=1)[CH3:25].[OH-].[Na+]. Product: [CH3:25][N:24]([CH2:26][C:27]1[CH:33]=[CH:32][C:30]([NH:31]/[C:13](=[C:6]2\[C:5](=[O:22])[NH:4][C:12]3[C:7]\2=[CH:8][CH:9]=[CH:10][CH:11]=3)/[C:14]2[CH:15]=[CH:16][C:17]([CH3:20])=[CH:18][CH:19]=2)=[CH:29][CH:28]=1)[CH3:23]. The catalyst class is: 121. (2) Reactant: Br[CH2:2][C:3]1[CH:4]=[C:5]([CH2:9][CH2:10][OH:11])[CH:6]=[CH:7][CH:8]=1.FC(F)(F)C(O)=O.[F:19][C:20]1([F:41])[CH2:25][N:24]([C:26]([C:28]2[N:29]=[C:30]([CH:33]([CH3:35])[CH3:34])[S:31][CH:32]=2)=[O:27])[CH2:23][C:22]2([CH2:40][CH2:39][NH:38][CH2:37][CH2:36]2)[O:21]1.C(N(CC)CC)C. Product: [F:41][C:20]1([F:19])[CH2:25][N:24]([C:26]([C:28]2[N:29]=[C:30]([CH:33]([CH3:35])[CH3:34])[S:31][CH:32]=2)=[O:27])[CH2:23][C:22]2([CH2:40][CH2:39][N:38]([CH2:2][C:3]3[CH:8]=[CH:7][CH:6]=[C:5]([CH2:9][CH2:10][OH:11])[CH:4]=3)[CH2:37][CH2:36]2)[O:21]1. The catalyst class is: 10. (3) Reactant: [Cl:1][C:2]1[CH:7]=[CH:6][CH:5]=[CH:4][C:3]=1[CH:8]([CH2:11][OH:12])[C:9]#[N:10].[C:13](OCC)(=[O:15])[CH3:14]. Product: [C:13]([O:12][CH2:11][CH:8]([C:3]1[CH:4]=[CH:5][CH:6]=[CH:7][C:2]=1[Cl:1])[C:9]#[N:10])(=[O:15])[CH3:14]. The catalyst class is: 81. (4) Reactant: [CH2:1]([O:4][C:5]1[CH:10]=[CH:9][C:8]([S:11](Cl)(=[O:13])=[O:12])=[CH:7][C:6]=1[C:15]1[NH:20][C:19](=[O:21])[C:18]2=[C:22]([CH3:28])[N:23]=[C:24]([CH2:25][CH2:26][CH3:27])[N:17]2[N:16]=1)[CH2:2][CH3:3].[OH:29][CH:30]1[CH2:35][CH2:34][NH:33][CH2:32][CH2:31]1. Product: [OH:29][CH:30]1[CH2:35][CH2:34][N:33]([S:11]([C:8]2[CH:9]=[CH:10][C:5]([O:4][CH2:1][CH2:2][CH3:3])=[C:6]([C:15]3[NH:20][C:19](=[O:21])[C:18]4=[C:22]([CH3:28])[N:23]=[C:24]([CH2:25][CH2:26][CH3:27])[N:17]4[N:16]=3)[CH:7]=2)(=[O:13])=[O:12])[CH2:32][CH2:31]1. The catalyst class is: 98. (5) Reactant: [Br:1][C:2]#[C:3][C:4]1[CH:13]=[CH:12][C:7]([C:8]([O:10]C)=[O:9])=[CH:6][CH:5]=1.[OH-].[Na+]. Product: [Br:1][C:2]#[C:3][C:4]1[CH:13]=[CH:12][C:7]([C:8]([OH:10])=[O:9])=[CH:6][CH:5]=1. The catalyst class is: 200. (6) Reactant: N([O-])=O.[Na+].[NH2:5][C:6]1[CH:7]=[C:8]([OH:12])[CH:9]=[CH:10][CH:11]=1.[N-:13]=[N+:14]=[N-].[Na+]. Product: [N:5]([C:6]1[CH:7]=[C:8]([OH:12])[CH:9]=[CH:10][CH:11]=1)=[N+:13]=[N-:14]. The catalyst class is: 33. (7) Reactant: Cl.[F:2][C:3]([F:18])([F:17])[C:4]1[N:5]=[CH:6][C:7]([NH:10][C@H:11]2[CH2:15][CH2:14][CH2:13][C@@H:12]2[NH2:16])=[N:8][CH:9]=1.[N:19]1([C:25]2[C:26]([C:31](O)=[O:32])=[N:27][CH:28]=[CH:29][CH:30]=2)[CH2:24][CH2:23][CH2:22][CH2:21][CH2:20]1.N1C2C(=NC=CC=2)N(O)N=1.C(Cl)CCl.C(N(CC)CC)C. Product: [N:19]1([C:25]2[C:26]([C:31]([NH:16][C@H:12]3[CH2:13][CH2:14][CH2:15][C@@H:11]3[NH:10][C:7]3[CH:6]=[N:5][C:4]([C:3]([F:2])([F:17])[F:18])=[CH:9][N:8]=3)=[O:32])=[N:27][CH:28]=[CH:29][CH:30]=2)[CH2:20][CH2:21][CH2:22][CH2:23][CH2:24]1. The catalyst class is: 2. (8) Reactant: [Br:1][C:2]1[CH:7]=[C:6]([Cl:8])[CH:5]=[CH:4][C:3]=1[OH:9].Cl[C:11]([F:16])([F:15])C([O-])=O.[Na+].C(=O)([O-])[O-].[Cs+].[Cs+].O. Product: [Br:1][C:2]1[CH:7]=[C:6]([Cl:8])[CH:5]=[CH:4][C:3]=1[O:9][CH:11]([F:16])[F:15]. The catalyst class is: 3. (9) Reactant: [CH3:1][O:2][C:3]1[C:4]([NH:15]CC2C=CC(OC)=CC=2OC)=[N:5][C:6]2[C:11]([N:12]=1)=[CH:10][C:9]([O:13][CH3:14])=[CH:8][CH:7]=2.FC(F)(F)C(O)=O. Product: [NH2:15][C:4]1[C:3]([O:2][CH3:1])=[N:12][C:11]2[C:6](=[CH:7][CH:8]=[C:9]([O:13][CH3:14])[CH:10]=2)[N:5]=1. The catalyst class is: 4. (10) Reactant: [CH:1]1([CH2:4][C:5]2([C:16]#[N:17])[CH2:10][CH2:9][C:8](SCC3CC3)=[CH:7][CH2:6]2)[CH2:3][CH2:2]1.O[O:19][S:20]([O-:22])=O.[K+].[C:24](=O)([O-])O.[Na+].[CH3:29][C:30]([CH3:32])=O. Product: [CH:30]1([CH2:32][S:20]([C:8]2[CH2:9][CH2:10][C:5]([CH2:4][CH:1]3[CH2:3][CH2:2]3)([C:16]#[N:17])[CH2:6][CH:7]=2)(=[O:22])=[O:19])[CH2:24][CH2:29]1. The catalyst class is: 6.